This data is from Catalyst prediction with 721,799 reactions and 888 catalyst types from USPTO. The task is: Predict which catalyst facilitates the given reaction. (1) Reactant: Cl.[NH2:2][CH2:3][C:4]1[CH:9]=[CH:8][C:7]([S:10]([NH2:13])(=[O:12])=[O:11])=[CH:6][CH:5]=1.[OH-].[Na+].[OH:16][C:17]1[CH:22]=[C:21]([CH3:23])[O:20][C:19](=O)[CH:18]=1. Product: [OH:16][C:17]1[CH:22]=[C:21]([CH3:23])[N:2]([CH2:3][C:4]2[CH:5]=[CH:6][C:7]([S:10]([NH2:13])(=[O:11])=[O:12])=[CH:8][CH:9]=2)[C:19](=[O:20])[CH:18]=1. The catalyst class is: 6. (2) Reactant: [OH-].[Na+].[Cl:3][C:4]1[N:9]=[C:8]([C:10]([O:12]C)=[O:11])[C:7]([CH3:14])=[CH:6][CH:5]=1.CO. Product: [Cl:3][C:4]1[N:9]=[C:8]([C:10]([OH:12])=[O:11])[C:7]([CH3:14])=[CH:6][CH:5]=1. The catalyst class is: 1. (3) Reactant: Br[C:2]1[CH:7]=[C:6]([CH3:8])[CH:5]=[CH:4][C:3]=1[CH3:9].C([O-])([O-])=O.[K+].[K+].C1(C)C=CC=CC=1.[CH2:23]([O:29][C:30]1[CH:35]=[CH:34][C:33](B(O)O)=[CH:32][CH:31]=1)[CH2:24][CH2:25][CH2:26][CH2:27][CH3:28]. Product: [CH3:9][C:3]1[CH:4]=[CH:5][C:6]([CH3:8])=[CH:7][C:2]=1[C:33]1[CH:34]=[CH:35][C:30]([O:29][CH2:23][CH2:24][CH2:25][CH2:26][CH2:27][CH3:28])=[CH:31][CH:32]=1. The catalyst class is: 103. (4) Reactant: [Br:1][C:2]1[S:6][C:5]2=[C:7]([C:10](OCC)=[O:11])[N:8]=[CH:9][N:4]2[CH:3]=1.[H-].C([Al+]CC(C)C)C(C)C.C(C(C(C([O-])=O)O)O)([O-])=O.[Na+].[K+]. Product: [Br:1][C:2]1[S:6][C:5]2=[C:7]([CH2:10][OH:11])[N:8]=[CH:9][N:4]2[CH:3]=1. The catalyst class is: 11. (5) Reactant: [OH:1][C:2]1[CH:9]=[CH:8][C:5]([CH:6]=[O:7])=[CH:4][C:3]=1[CH3:10].C(#N)C.C(=O)([O-])[O-].[Cs+].[Cs+].Br[CH2:21][C:22]([O:24][CH2:25][CH3:26])=[O:23]. Product: [CH:6]([C:5]1[CH:8]=[CH:9][C:2]([O:1][CH2:21][C:22]([O:24][CH2:25][CH3:26])=[O:23])=[C:3]([CH3:10])[CH:4]=1)=[O:7]. The catalyst class is: 6.